Dataset: Forward reaction prediction with 1.9M reactions from USPTO patents (1976-2016). Task: Predict the product of the given reaction. Given the reactants [OH:1][CH2:2][C@H:3]1[O:7][C:6](=[O:8])[CH2:5][CH2:4]1.N1C=CN=C1.[Si:14](Cl)([C:27]([CH3:30])([CH3:29])[CH3:28])([C:21]1[CH:26]=[CH:25][CH:24]=[CH:23][CH:22]=1)[C:15]1[CH:20]=[CH:19][CH:18]=[CH:17][CH:16]=1, predict the reaction product. The product is: [Si:14]([CH:2]([OH:1])[C@H:3]1[O:7][C:6](=[O:8])[CH2:5][CH2:4]1)([C:27]([CH3:30])([CH3:29])[CH3:28])([C:21]1[CH:22]=[CH:23][CH:24]=[CH:25][CH:26]=1)[C:15]1[CH:20]=[CH:19][CH:18]=[CH:17][CH:16]=1.